Predict the product of the given reaction. From a dataset of Forward reaction prediction with 1.9M reactions from USPTO patents (1976-2016). (1) Given the reactants [N+:1]([C:4]1[CH:5]=[C:6]([NH:13][C:14](=[O:26])[C:15]2[CH:20]=[CH:19][C:18]([N:21]3[CH2:25][CH2:24][CH2:23][CH2:22]3)=[CH:17][CH:16]=2)[CH:7]=[CH:8][C:9]=1[N+:10]([O-])=O)([O-])=O.[N:27]1([CH2:33][CH2:34][NH:35][C:36]([C:38]2[CH:45]=[CH:44][C:41]([CH:42]=O)=[CH:40][CH:39]=2)=[O:37])[CH2:32][CH2:31][O:30][CH2:29][CH2:28]1, predict the reaction product. The product is: [O:30]1[CH2:29][CH2:28][N:27]([CH2:33][CH2:34][NH:35][C:36](=[O:37])[C:38]2[CH:45]=[CH:44][C:41]([C:42]3[NH:10][C:9]4[CH:8]=[CH:7][C:6]([NH:13][C:14](=[O:26])[C:15]5[CH:20]=[CH:19][C:18]([N:21]6[CH2:25][CH2:24][CH2:23][CH2:22]6)=[CH:17][CH:16]=5)=[CH:5][C:4]=4[N:1]=3)=[CH:40][CH:39]=2)[CH2:32][CH2:31]1. (2) Given the reactants Cl[C:2]1[CH:7]=[CH:6][C:5]([CH2:8][C:9]([OH:11])=[O:10])=[CH:4][N:3]=1.[C:12]1(B(O)O)[CH:17]=[CH:16][CH:15]=[CH:14][CH:13]=1.C([O-])([O-])=O.[Na+].[Na+], predict the reaction product. The product is: [C:12]1([C:2]2[CH:7]=[CH:6][C:5]([CH2:8][C:9]([OH:11])=[O:10])=[CH:4][N:3]=2)[CH:17]=[CH:16][CH:15]=[CH:14][CH:13]=1. (3) Given the reactants [Cl:1][C:2]1[CH:7]=[C:6]([Cl:8])[CH:5]=[CH:4][C:3]=1[C:9]1[N:10]=[C:11]([CH2:36][CH3:37])[C:12]([NH:17][C@H:18]2[C@@H:22]([O:23][CH2:24][CH3:25])[CH2:21][N:20](C(OCC3C=CC=CC=3)=O)[CH2:19]2)=[N:13][C:14]=1[CH2:15][CH3:16].C([SiH](CC)CC)C.FC(F)(F)C(O)=O.[OH-].[Na+], predict the reaction product. The product is: [Cl:1][C:2]1[CH:7]=[C:6]([Cl:8])[CH:5]=[CH:4][C:3]=1[C:9]1[N:10]=[C:11]([CH2:36][CH3:37])[C:12]([NH:17][C@H:18]2[C@@H:22]([O:23][CH2:24][CH3:25])[CH2:21][NH:20][CH2:19]2)=[N:13][C:14]=1[CH2:15][CH3:16]. (4) Given the reactants CNC1C(S(N)(=O)=O)=[CH:7][CH:6]=[CH:5][N:4]=1.[Br:13][C:14]1[CH:15]=[C:16]([S:22](Cl)(=[O:24])=[O:23])[C:17]([NH:20]C)=[N:18][CH:19]=1.BrC1C=C[C:30](NC)=[N:31][CH:32]=1.NCCO, predict the reaction product. The product is: [Br:13][C:14]1[CH:15]=[C:16]([S:22]([N:4]2[CH2:5][CH:6]([N:31]([CH3:32])[CH3:30])[CH2:7]2)(=[O:24])=[O:23])[C:17]([NH2:20])=[N:18][CH:19]=1.